This data is from Catalyst prediction with 721,799 reactions and 888 catalyst types from USPTO. The task is: Predict which catalyst facilitates the given reaction. (1) Reactant: [Cl:1][CH:2]([CH2:6][CH2:7][CH2:8][CH2:9][C:10]([O:12][CH3:13])=[O:11])[C:3]([OH:5])=[O:4].CCOC(C)=O.CO.[Na+].[Cl-]. Product: [Cl:1][C@H:2]([CH2:6][CH2:7][CH2:8][CH2:9][C:10]([O:12][CH3:13])=[O:11])[C:3]([OH:5])=[O:4]. The catalyst class is: 32. (2) Reactant: [CH3:1][N+:2]([CH2:5][C@H:6]([NH2:11])[CH2:7][C:8]([O-:10])=[O:9])([CH3:4])[CH3:3].C(N(C(C)C)CC)(C)C.[CH2:21]([O:28][C:29]1[CH:34]=[CH:33][C:32]([N:35]=[C:36]=[O:37])=[CH:31][CH:30]=1)[CH2:22][CH2:23][CH2:24][CH2:25][CH2:26][CH3:27]. Product: [CH2:21]([O:28][C:29]1[CH:30]=[CH:31][C:32]([NH:35][C:36](=[O:37])[NH:11][C@@H:6]([CH2:5][N+:2]([CH3:3])([CH3:4])[CH3:1])[CH2:7][C:8]([O-:10])=[O:9])=[CH:33][CH:34]=1)[CH2:22][CH2:23][CH2:24][CH2:25][CH2:26][CH3:27]. The catalyst class is: 5. (3) Reactant: [CH3:1][CH:2]([O:4][C:5]1[CH:6]=[C:7]([O:17][C:18]2[CH:23]=[CH:22][C:21]([S:24]([CH3:27])(=[O:26])=[O:25])=[CH:20][CH:19]=2)[CH:8]=[C:9]2[C:13]=1[NH:12][C:11]([C:14](=[S:16])[NH2:15])=[CH:10]2)[CH3:3].[C:28]([O:33][CH2:34][CH3:35])(=[O:32])[C:29]#[C:30][CH3:31].C(P(CCCC)CCCC)CCC.O1CCCC1. Product: [CH3:3][CH:2]([O:4][C:5]1[CH:6]=[C:7]([O:17][C:18]2[CH:23]=[CH:22][C:21]([S:24]([CH3:27])(=[O:25])=[O:26])=[CH:20][CH:19]=2)[CH:8]=[C:9]2[C:13]=1[NH:12][C:11]([C:14]1[S:16][CH:30]([CH2:29][C:28]([O:33][CH2:34][CH3:35])=[O:32])[CH2:31][N:15]=1)=[CH:10]2)[CH3:1]. The catalyst class is: 11. (4) Reactant: [C:1]1([CH2:12][CH2:13][C:14]([OH:16])=[O:15])[CH:6]=[CH:5][C:4]([CH2:7][CH2:8][C:9]([OH:11])=[O:10])=[CH:3][CH:2]=1.[CH2:17](O)[CH2:18][CH3:19].C1(N=C=NC2CCCCC2)CCCCC1. Product: [CH2:17]([O:10][C:9]([CH2:8][CH2:7][C:4]1[CH:3]=[CH:2][C:1]([CH2:12][CH2:13][C:14]([OH:16])=[O:15])=[CH:6][CH:5]=1)=[O:11])[CH2:18][CH3:19]. The catalyst class is: 277. (5) Reactant: [NH2:1][C:2]1[C:3]([C:8]([OH:10])=[O:9])=[N:4][CH:5]=[CH:6][CH:7]=1.CCN(C(C)C)C(C)C.[CH3:20][C:21]1[C:30]2[C:25](=[CH:26][CH:27]=[CH:28][CH:29]=2)[C:24]([C:31](Cl)=O)=[CH:23][CH:22]=1.S(Cl)(Cl)=O.CN(C(ON1N=NC2C=CC=NC1=2)=[N+](C)C)C.F[P-](F)(F)(F)(F)F. Product: [CH3:31][C:24]1[C:25]2[C:30](=[CH:29][CH:28]=[CH:27][CH:26]=2)[C:21]([C:20]2[O:9][C:8](=[O:10])[C:3]3[N:4]=[CH:5][CH:6]=[CH:7][C:2]=3[N:1]=2)=[CH:22][CH:23]=1. The catalyst class is: 59. (6) Reactant: [CH3:1][N:2]([CH2:10][CH2:11][CH2:12][C:13](=[O:19])[N:14]1[CH2:18][CH2:17][CH2:16][CH2:15]1)C(=O)OC(C)(C)C.FC(F)(F)C(O)=O. Product: [CH3:1][NH:2][CH2:10][CH2:11][CH2:12][C:13]([N:14]1[CH2:18][CH2:17][CH2:16][CH2:15]1)=[O:19]. The catalyst class is: 4. (7) Reactant: [Cl:1][C:2]1[S:10][C:9]2[S:8](=[O:12])(=[O:11])[NH:7][CH2:6][C:5](=[O:13])[C:4]=2[CH:3]=1.[CH:14]1[C:23]2[C:18](=[CH:19][CH:20]=[CH:21][CH:22]=2)[CH:17]=[CH:16][C:15]=1[Mg]Br. Product: [Cl:1][C:2]1[S:10][C:9]2[S:8](=[O:11])(=[O:12])[NH:7][CH2:6][C:5]([C:16]3[CH:15]=[CH:14][C:23]4[C:18](=[CH:19][CH:20]=[CH:21][CH:22]=4)[CH:17]=3)([OH:13])[C:4]=2[CH:3]=1. The catalyst class is: 1. (8) Reactant: [Cl:1][C:2]1[CH:3]=[CH:4][CH:5]=[C:6]2[C:10]=1[C:9](=[O:11])N(C1C=C(C=CC=1)C(O)=O)[CH2:7]2.[CH3:21][O:22]C(=O)C1C=CC=C(N2CC3C(=C(Cl)C=CC=3)C2=O)C=1.O[Li].O. Product: [CH3:21][O:22][C:9](=[O:11])[C:10]1[C:6]([CH3:7])=[CH:5][CH:4]=[CH:3][C:2]=1[Cl:1]. The catalyst class is: 24. (9) Reactant: [F:1][C:2]1[CH:7]=[C:6]([CH3:8])[C:5]([N+:9]([O-:11])=[O:10])=[CH:4][C:3]=1[N+:12]([O-:14])=[O:13].CO[CH:17]([N:20]([CH3:22])[CH3:21])OC.CN(C=O)C. Product: [F:1][C:2]1[C:3]([N+:12]([O-:14])=[O:13])=[CH:4][C:5]([N+:9]([O-:11])=[O:10])=[C:6]([CH:8]=[CH:17][N:20]([CH3:22])[CH3:21])[CH:7]=1. The catalyst class is: 6. (10) Reactant: [NH:1]1[C:9]2[C:4](=[CH:5][CH:6]=[CH:7][CH:8]=2)[CH2:3][C@H:2]1[C:10]([OH:12])=[O:11].[C:13](O[C:13]([O:15][C:16]([CH3:19])([CH3:18])[CH3:17])=[O:14])([O:15][C:16]([CH3:19])([CH3:18])[CH3:17])=[O:14]. Product: [C:16]([O:15][C:13]([N:1]1[C:9]2[C:4](=[CH:5][CH:6]=[CH:7][CH:8]=2)[CH2:3][C@H:2]1[C:10]([OH:12])=[O:11])=[O:14])([CH3:19])([CH3:18])[CH3:17]. The catalyst class is: 758.